Task: Binary Classification. Given a T-cell receptor sequence (or CDR3 region) and an epitope sequence, predict whether binding occurs between them.. Dataset: TCR-epitope binding with 47,182 pairs between 192 epitopes and 23,139 TCRs (1) The epitope is TVYDPLQPELDSFK. The TCR CDR3 sequence is CASSQVSGRASEQFF. Result: 0 (the TCR does not bind to the epitope). (2) The epitope is HTTDPSFLGRY. The TCR CDR3 sequence is CASSPGVREDEQYF. Result: 1 (the TCR binds to the epitope). (3) The epitope is HLVDFQVTI. The TCR CDR3 sequence is CSASDGQSNYGYTF. Result: 1 (the TCR binds to the epitope). (4) The epitope is ELAGIGILTV. The TCR CDR3 sequence is CASSLRGAVDTQYF. Result: 1 (the TCR binds to the epitope). (5) The epitope is LLLGIGILV. The TCR CDR3 sequence is CASRGEDNEQFF. Result: 1 (the TCR binds to the epitope). (6) The epitope is LVLSVNPYV. Result: 0 (the TCR does not bind to the epitope). The TCR CDR3 sequence is CATSDPKTDEQYF.